This data is from Catalyst prediction with 721,799 reactions and 888 catalyst types from USPTO. The task is: Predict which catalyst facilitates the given reaction. Reactant: [CH2:1]([N:3]([CH2:11][C:12]1[CH:13]=[N:14][CH:15]=[C:16]([C:19]2[CH:20]=[C:21]3[C:25](=[CH:26][CH:27]=2)[N:24]([CH:28]2[CH2:33][CH2:32][CH2:31][CH2:30][O:29]2)[N:23]=[C:22]3[C:34]2[NH:35][C:36]([C:39]([NH:41][CH2:42]C3C=NC=CC=3)=[O:40])=[CH:37][N:38]=2)[C:17]=1[CH3:18])[C:4](=[O:10])[O:5][C:6]([CH3:9])([CH3:8])[CH3:7])[CH3:2].C(OC(N(C[C:60]1[C:61](C)=[C:62](C2C=C3C(=CC=2)N(C2CCCCO2)N=C3C2NC(C(O)=O)=CN=2)[CH:63]=[N:64][CH:65]=1)CC)=O)(C)(C)C.CCN(CC)CC.NCC1C=CC=CN=1.CN(C(ON1N=NC2C=CC=NC1=2)=[N+](C)C)C.F[P-](F)(F)(F)(F)F. Product: [CH2:1]([N:3]([CH2:11][C:12]1[CH:13]=[N:14][CH:15]=[C:16]([C:19]2[CH:20]=[C:21]3[C:25](=[CH:26][CH:27]=2)[N:24]([CH:28]2[CH2:33][CH2:32][CH2:31][CH2:30][O:29]2)[N:23]=[C:22]3[C:34]2[NH:35][C:36]([C:39]([NH:41][CH2:42][C:63]3[CH:62]=[CH:61][CH:60]=[CH:65][N:64]=3)=[O:40])=[CH:37][N:38]=2)[C:17]=1[CH3:18])[C:4](=[O:10])[O:5][C:6]([CH3:9])([CH3:8])[CH3:7])[CH3:2]. The catalyst class is: 2.